This data is from Forward reaction prediction with 1.9M reactions from USPTO patents (1976-2016). The task is: Predict the product of the given reaction. Given the reactants [CH3:16][C:11]1([CH3:17])[C:12]([CH3:15])([CH3:14])[O:13][B:9]([B:9]2[O:13][C:12]([CH3:15])([CH3:14])[C:11]([CH3:17])([CH3:16])[O:10]2)[O:10]1.C1(P(C2CCCCC2)C2CCCCC2)CCCCC1.C(=O)([O-])[O-].[K+].[K+].Br[C:45]1[CH:46]=[N:47][N:48]2[CH:53]=[CH:52][CH:51]=[CH:50][C:49]=12, predict the reaction product. The product is: [CH3:15][C:12]1([CH3:14])[C:11]([CH3:16])([CH3:17])[O:10][B:9]([C:45]2[CH:46]=[N:47][N:48]3[CH:53]=[CH:52][CH:51]=[CH:50][C:49]=23)[O:13]1.